From a dataset of Reaction yield outcomes from USPTO patents with 853,638 reactions. Predict the reaction yield, written as a fraction of the theoretical maximum amount of product (1.0 means a 100% yield; for example, 0.34 means a 34% yield). (1) The reactants are C(C([C:10]1[CH:15]=[CH:14][CH:13]=[C:12]([C:16]2[N:21]=[C:20]([C:22]3[CH:26]=C(C)N[C:23]=3[CH3:28])[CH:19]=[CH:18][CH:17]=2)[CH:11]=1)(CC#N)C([O-])=O)C.Cl.[CH:30]([O-:32])=O.[NH4+:33]. The catalyst is [Pd].C(O)C. The product is [CH3:14][C:13]1[NH:33][C:10]([CH3:15])=[CH:11][C:12]=1[C:16]1[CH:17]=[CH:18][CH:19]=[C:20]([C:22]2[CH:23]=[CH:28][C:17]([CH:18]3[CH2:19][CH2:20][NH:21][C:30]3=[O:32])=[CH:16][CH:26]=2)[N:21]=1. The yield is 0.0810. (2) The reactants are [CH2:1]([O:8][C:9]1[CH:10]=[CH:11][C:12]([OH:17])=[C:13]([CH:16]=1)[CH:14]=O)[C:2]1[CH:7]=[CH:6][CH:5]=[CH:4][CH:3]=1.Br[CH2:19][C:20]([O:22][CH2:23][CH3:24])=[O:21].C([O-])([O-])=O.[K+].[K+].C1CCN2C(=NCCC2)CC1. No catalyst specified. The product is [CH2:23]([O:22][C:20]([C:19]1[O:17][C:12]2[CH:11]=[CH:10][C:9]([O:8][CH2:1][C:2]3[CH:7]=[CH:6][CH:5]=[CH:4][CH:3]=3)=[CH:16][C:13]=2[CH:14]=1)=[O:21])[CH3:24]. The yield is 0.840. (3) The reactants are [C:1]1([CH:7](O)[CH2:8][CH3:9])[CH:6]=[CH:5][CH:4]=[CH:3][CH:2]=1. The catalyst is C1(C)C=CC=CC=1. The product is [CH3:9][CH:8]=[CH:7][C:1]1[CH:6]=[CH:5][CH:4]=[CH:3][CH:2]=1. The yield is 0.920.